From a dataset of Full USPTO retrosynthesis dataset with 1.9M reactions from patents (1976-2016). Predict the reactants needed to synthesize the given product. (1) Given the product [OH:4][C:3]1[CH:5]2[CH2:9][CH2:8][CH2:7][N:6]2[N:10]([CH2:11][CH2:12][CH:13]([CH3:14])[CH3:15])[C:16](=[O:35])[C:17]=1[C:18]1[NH:23][C:22]2[CH:24]=[CH:25][C:26]([NH:28][S:29]([CH3:32])(=[O:31])=[O:30])=[CH:27][C:21]=2[S:20](=[O:34])(=[O:33])[N:19]=1, predict the reactants needed to synthesize it. The reactants are: CO[C:3]([CH:5]1[CH2:9][CH2:8][CH2:7][N:6]1[N:10]([C:16](=[O:35])[CH2:17][C:18]1[NH:23][C:22]2[CH:24]=[CH:25][C:26]([NH:28][S:29]([CH3:32])(=[O:31])=[O:30])=[CH:27][C:21]=2[S:20](=[O:34])(=[O:33])[N:19]=1)[CH2:11][CH2:12][CH:13]([CH3:15])[CH3:14])=[O:4].[O-]CC.[Na+].O. (2) The reactants are: [CH3:1][C:2]([O:5][C:6]([NH:8][CH:9]1[CH2:14][CH2:13][N:12]([CH2:15][CH:16]([C:21]2[C:30]3[C:25](=[CH:26][CH:27]=[C:28]([O:31][CH3:32])[N:29]=3)[N:24]=[CH:23][CH:22]=2)[C:17](OC)=[O:18])[CH2:11][CH2:10]1)=[O:7])([CH3:4])[CH3:3].[H-].[Al+3].[Li+].[H-].[H-].[H-].O.[OH-].[Na+]. Given the product [OH:18][CH2:17][CH:16]([C:21]1[C:30]2[C:25](=[CH:26][CH:27]=[C:28]([O:31][CH3:32])[N:29]=2)[N:24]=[CH:23][CH:22]=1)[CH2:15][N:12]1[CH2:13][CH2:14][CH:9]([NH:8][C:6](=[O:7])[O:5][C:2]([CH3:3])([CH3:4])[CH3:1])[CH2:10][CH2:11]1, predict the reactants needed to synthesize it. (3) The reactants are: [Cl:1][C:2]1[CH:7]=[CH:6][C:5]([S:8]([N:11]2[C:17]3[CH:18]=[CH:19][CH:20]=[CH:21][C:16]=3[CH2:15][CH2:14][CH2:13][CH2:12]2)(=[O:10])=[O:9])=[CH:4][C:3]=1[N:22]1[C:26]2=[N:27][C:28](C(OCC)=O)=[CH:29][C:30]([CH3:31])=[C:25]2[NH:24][C:23]1=[O:37].[CH3:38][Mg]I.[Cl-].[NH4+].[O:43]1[CH2:47][CH2:46]CC1. Given the product [Cl:1][C:2]1[CH:7]=[CH:6][C:5]([S:8]([N:11]2[C:17]3[CH:18]=[CH:19][CH:20]=[CH:21][C:16]=3[CH2:15][CH2:14][CH2:13][CH2:12]2)(=[O:10])=[O:9])=[CH:4][C:3]=1[N:22]1[C:26]2=[N:27][C:28]([C:47]([OH:43])([CH3:46])[CH3:38])=[CH:29][C:30]([CH3:31])=[C:25]2[NH:24][C:23]1=[O:37], predict the reactants needed to synthesize it.